From a dataset of Forward reaction prediction with 1.9M reactions from USPTO patents (1976-2016). Predict the product of the given reaction. Given the reactants C1(S)C=CC=CC=1.[OH-].[K+].[CH2:10]([N:12]([C@H:25]1[CH2:30][C@H:29]([CH3:31])[S:28][C:27]2[S:32][CH:33]=[CH:34][C:26]1=2)S(C1C=CC=CC=1[N+]([O-])=O)(=O)=O)[CH3:11], predict the reaction product. The product is: [CH2:10]([NH:12][C@H:25]1[CH2:30][C@H:29]([CH3:31])[S:28][C:27]2[S:32][CH:33]=[CH:34][C:26]1=2)[CH3:11].